From a dataset of Full USPTO retrosynthesis dataset with 1.9M reactions from patents (1976-2016). Predict the reactants needed to synthesize the given product. (1) Given the product [NH2:23][C:21]1[N:20]=[CH:19][N:18]=[C:17]2[N:16]([C@@H:24]3[CH2:29][CH2:28][CH2:27][N:26]([C:33](=[O:34])[CH2:32][CH2:31][Cl:30])[CH2:25]3)[N:15]=[C:14]([C:11]3[CH:10]=[CH:9][C:8]([O:1][C:2]4[CH:7]=[CH:6][CH:5]=[CH:4][CH:3]=4)=[CH:13][CH:12]=3)[C:22]=12, predict the reactants needed to synthesize it. The reactants are: [O:1]([C:8]1[CH:13]=[CH:12][C:11]([C:14]2[C:22]3[C:17](=[N:18][CH:19]=[N:20][C:21]=3[NH2:23])[N:16]([C@@H:24]3[CH2:29][CH2:28][CH2:27][NH:26][CH2:25]3)[N:15]=2)=[CH:10][CH:9]=1)[C:2]1[CH:7]=[CH:6][CH:5]=[CH:4][CH:3]=1.[Cl:30][CH2:31][CH2:32][C:33](Cl)=[O:34]. (2) Given the product [CH2:1]([OH:12])[CH2:2][CH2:3][CH2:4][CH2:5][CH2:6][CH2:7][CH2:8][CH2:9][CH:10]=[CH2:11], predict the reactants needed to synthesize it. The reactants are: [CH2:1]([OH:12])[CH2:2][CH2:3][CH2:4][CH2:5][CH2:6][CH2:7][CH2:8][CH2:9][C:10]#[CH:11].N1C2C(=CC=CC=2)C=CC=1. (3) Given the product [ClH:27].[CH:1]1([C:7]2([OH:26])[CH2:14][CH:13]3[CH:9]([CH2:10][CH:11]([NH:15][CH2:16][C:17]([N:19]4[CH2:23][CH2:22][CH2:21][CH:20]4[C:24]#[N:25])=[O:18])[CH2:12]3)[CH2:8]2)[CH2:6][CH2:5][CH2:4][CH2:3][CH2:2]1, predict the reactants needed to synthesize it. The reactants are: [CH:1]1([C:7]2([OH:26])[CH2:14][CH:13]3[CH:9]([CH2:10][CH:11]([NH:15][CH2:16][C:17]([N:19]4[CH2:23][CH2:22][CH2:21][CH:20]4[C:24]#[N:25])=[O:18])[CH2:12]3)[CH2:8]2)[CH2:6][CH2:5][CH2:4][CH2:3][CH2:2]1.[ClH:27]. (4) The reactants are: [Br:1][C:2]1[CH:7]=[CH:6][C:5]([OH:8])=[C:4]([F:9])[CH:3]=1.[CH:10](O)([CH3:12])[CH3:11].C1(P(C2C=CC=CC=2)C2C=CC=CC=2)C=CC=CC=1.CC(OC(/N=N/C(OC(C)C)=O)=O)C. Given the product [Br:1][C:2]1[CH:7]=[CH:6][C:5]([O:8][CH:10]([CH3:12])[CH3:11])=[C:4]([F:9])[CH:3]=1, predict the reactants needed to synthesize it. (5) Given the product [F:1][C:2]1[CH:28]=[C:27]([F:29])[CH:26]=[CH:25][C:3]=1[O:4][CH:5]1[CH2:6][CH2:7][N:8]([C:11]2[N:12]=[C:13]3[CH2:24][CH2:23][N:22]([C:30](=[O:32])[CH3:31])[CH2:21][C:14]3=[N:15][C:16]=2[NH:17][CH:18]([CH3:20])[CH3:19])[CH2:9][CH2:10]1, predict the reactants needed to synthesize it. The reactants are: [F:1][C:2]1[CH:28]=[C:27]([F:29])[CH:26]=[CH:25][C:3]=1[O:4][CH:5]1[CH2:10][CH2:9][N:8]([C:11]2[N:12]=[C:13]3[CH:24]=[CH:23][N:22]=[CH:21][C:14]3=[N:15][C:16]=2[NH:17][CH:18]([CH3:20])[CH3:19])[CH2:7][CH2:6]1.[C:30](OC(=O)C)(=[O:32])[CH3:31].